Dataset: hERG Central: cardiac toxicity at 1µM, 10µM, and general inhibition. Task: Predict hERG channel inhibition at various concentrations. (1) The molecule is Cc1ccc(C(=O)c2c3ccc(C(F)(F)F)cc3[n+]([O-])n2CCCC(N)=O)cc1. Results: hERG_inhib (hERG inhibition (general)): blocker. (2) The drug is Cc1ccc(S(=O)(=O)N2CCN(C(=O)CCC(=O)N3CCc4ccccc43)CC2)cc1. Results: hERG_inhib (hERG inhibition (general)): blocker. (3) The compound is O=C1CCN(CCc2ccccc2)CCN1CCSc1ccc(Br)cc1. Results: hERG_inhib (hERG inhibition (general)): blocker. (4) The molecule is O=C1CSc2ccccc2N1Cc1ccccc1F. Results: hERG_inhib (hERG inhibition (general)): blocker. (5) The drug is O=C(Nc1ccon1)C12CC3CC(C1)CC(n1cnc([N+](=O)[O-])n1)(C3)C2. Results: hERG_inhib (hERG inhibition (general)): blocker. (6) The molecule is COC(=O)c1ccc(CN2CCC(CO)(CCOc3ccccc3)CC2)cc1. Results: hERG_inhib (hERG inhibition (general)): blocker. (7) The drug is Cc1ccc(N2C(=O)CC(N3CCN(C4CCc5ccccc5C4)CC3)C2=O)cc1. Results: hERG_inhib (hERG inhibition (general)): blocker. (8) The compound is Cc1cccc(Cn2c(N3CCN(C)CC3)nc3c2c(=O)[nH]c(=O)n3C)c1. Results: hERG_inhib (hERG inhibition (general)): blocker. (9) The compound is CCN1C(=NCCc2ccccn2)N[C@@H](c2cccc(F)c2)C(C(=O)OC)=C1C. Results: hERG_inhib (hERG inhibition (general)): blocker.